This data is from Catalyst prediction with 721,799 reactions and 888 catalyst types from USPTO. The task is: Predict which catalyst facilitates the given reaction. (1) Reactant: Br[C:2]1[CH:7]=[CH:6][C:5]([NH:8][C:9]([C:11]2[NH:12][CH:13]=[C:14]([C:16]#[N:17])[N:15]=2)=[O:10])=[C:4]([C:18]2[CH2:23][CH2:22][C:21]([CH3:25])([CH3:24])[CH2:20][CH:19]=2)[CH:3]=1.C([Mg]Cl)(C)C.[Li]C(C)(C)C.CCCCC.[C:41]([O:45][CH2:46][CH3:47])(=[O:44])[CH:42]=[O:43].C1(C)C=CC=CC=1. Product: [CH2:46]([O:45][C:41](=[O:44])[CH:42]([C:2]1[CH:7]=[CH:6][C:5]([NH:8][C:9]([C:11]2[NH:15][C:14]([C:16]#[N:17])=[CH:13][N:12]=2)=[O:10])=[C:4]([C:18]2[CH2:23][CH2:22][C:21]([CH3:25])([CH3:24])[CH2:20][CH:19]=2)[CH:3]=1)[OH:43])[CH3:47]. The catalyst class is: 1. (2) Reactant: Cl.[CH2:2]([O:4][C:5]([C:7]1[CH:12]=[CH:11][C:10]([C:13]2[CH:18]=[C:17]([NH2:19])[CH:16]=[CH:15][C:14]=2[O:20][CH3:21])=[CH:9][CH:8]=1)=[O:6])[CH3:3].CN1CCOCC1.[CH:29]1([C:32](Cl)=[O:33])[CH2:31][CH2:30]1. Product: [CH2:2]([O:4][C:5]([C:7]1[CH:12]=[CH:11][C:10]([C:13]2[CH:18]=[C:17]([NH:19][C:32]([CH:29]3[CH2:31][CH2:30]3)=[O:33])[CH:16]=[CH:15][C:14]=2[O:20][CH3:21])=[CH:9][CH:8]=1)=[O:6])[CH3:3]. The catalyst class is: 1. (3) Reactant: [F:1][C:2]1[C:20]([N:21]2[CH2:26][CH2:25][CH:24]([NH:27][C:28]3[CH:33]=[CH:32][C:31]([F:34])=[CH:30][CH:29]=3)[CH2:23][CH2:22]2)=[CH:19][C:5]2=[N:6][C:7]3[N:8]([CH3:18])[CH:9]=[C:10]([C:15]([OH:17])=[O:16])[C:11](=[O:14])[C:12]=3[CH:13]=[C:4]2[CH:3]=1.[OH-].[OH:36][CH2:37][CH2:38][N+:39]([CH3:42])([CH3:41])[CH3:40]. Product: [OH:36][CH2:37][CH2:38][N+:39]([CH3:42])([CH3:41])[CH3:40].[F:1][C:2]1[C:20]([N:21]2[CH2:22][CH2:23][CH:24]([NH:27][C:28]3[CH:29]=[CH:30][C:31]([F:34])=[CH:32][CH:33]=3)[CH2:25][CH2:26]2)=[CH:19][C:5]2=[N:6][C:7]3[N:8]([CH3:18])[CH:9]=[C:10]([C:15]([O-:17])=[O:16])[C:11](=[O:14])[C:12]=3[CH:13]=[C:4]2[CH:3]=1. The catalyst class is: 5.